This data is from Forward reaction prediction with 1.9M reactions from USPTO patents (1976-2016). The task is: Predict the product of the given reaction. (1) The product is: [Cl:28][C:29]1[CH:34]=[CH:33][CH:32]=[CH:31][C:30]=1[N:35]1[CH:39]=[C:38]([C:40]([NH:8][CH2:9][CH2:10][NH:11][C:12]([C@H:14]2[CH2:15][CH2:16][C@H:17]([C:20]3[N:24]=[C:23]([CH:25]([CH3:27])[CH3:26])[O:22][N:21]=3)[CH2:18][CH2:19]2)=[O:13])=[O:41])[C:37]([C:43]([F:46])([F:44])[F:45])=[N:36]1. Given the reactants FC(F)(F)C(O)=O.[NH2:8][CH2:9][CH2:10][NH:11][C:12]([C@H:14]1[CH2:19][CH2:18][C@H:17]([C:20]2[N:24]=[C:23]([CH:25]([CH3:27])[CH3:26])[O:22][N:21]=2)[CH2:16][CH2:15]1)=[O:13].[Cl:28][C:29]1[CH:34]=[CH:33][CH:32]=[CH:31][C:30]=1[N:35]1[CH:39]=[C:38]([C:40](O)=[O:41])[C:37]([C:43]([F:46])([F:45])[F:44])=[N:36]1.CCN=C=NCCCN(C)C.Cl.C1C=CC2N(O)N=NC=2C=1.O.C(N(CC)CC)C, predict the reaction product. (2) Given the reactants C[O:2][C:3](=[O:31])[CH:4]([O:6][C:7]1[CH:16]=[CH:15][C:14]([Cl:17])=[C:13]2[C:8]=1[C:9]([CH3:30])=[C:10]([CH2:22][C:23]1[CH:28]=[CH:27][C:26]([Cl:29])=[CH:25][CH:24]=1)[C:11]([O:18][CH:19]([F:21])[F:20])=[N:12]2)[CH3:5].[OH-].[Li+].P([O-])(O)(O)=O.[Na+], predict the reaction product. The product is: [Cl:17][C:14]1[CH:15]=[CH:16][C:7]([O:6][CH:4]([CH3:5])[C:3]([OH:31])=[O:2])=[C:8]2[C:13]=1[N:12]=[C:11]([O:18][CH:19]([F:20])[F:21])[C:10]([CH2:22][C:23]1[CH:24]=[CH:25][C:26]([Cl:29])=[CH:27][CH:28]=1)=[C:9]2[CH3:30]. (3) Given the reactants [C:1](Cl)(=[O:3])[CH3:2].[NH2:5][C:6](=[O:31])[CH2:7][NH:8][C@@H:9]1[C:17]2[C:12](=[CH:13][CH:14]=[CH:15][CH:16]=2)[CH2:11][C@H:10]1[NH:18][C:19]([C:21]1[NH:22][C:23]2[C:28]([CH:29]=1)=[CH:27][C:26]([Cl:30])=[CH:25][CH:24]=2)=[O:20], predict the reaction product. The product is: [C:1]([N:8]([CH2:7][C:6]([NH2:5])=[O:31])[C@@H:9]1[C:17]2[C:12](=[CH:13][CH:14]=[CH:15][CH:16]=2)[CH2:11][C@H:10]1[NH:18][C:19]([C:21]1[NH:22][C:23]2[C:28]([CH:29]=1)=[CH:27][C:26]([Cl:30])=[CH:25][CH:24]=2)=[O:20])(=[O:3])[CH3:2]. (4) Given the reactants [N:1]1[NH:2][N:3]=[N:4][C:5]=1[CH2:6][NH:7][C:8]([C@@H:10]1[CH2:18][C:17]2[C:12](=[CH:13][CH:14]=[CH:15][CH:16]=2)[N:11]1[C:19](=[O:38])[CH2:20][NH:21][C:22](=[O:37])[C@@H:23]([NH:29][C:30](=[O:36])OC(C)(C)C)[C:24]1[CH:28]=[CH:27][S:26][CH:25]=1)=[O:9].C1(=O)[O:44][C:42](=[O:43])[CH2:41][CH2:40]1, predict the reaction product. The product is: [O:38]=[C:19]([N:11]1[C:12]2[C:17](=[CH:16][CH:15]=[CH:14][CH:13]=2)[CH2:18][C@H:10]1[C:8](=[O:9])[NH:7][CH2:6][C:5]1[N:1]=[N:2][NH:3][N:4]=1)[CH2:20][NH:21][C:22]([C@@H:23]([NH:29][C:30]([CH2:40][CH2:41][C:42]([OH:44])=[O:43])=[O:36])[C:24]1[CH:28]=[CH:27][S:26][CH:25]=1)=[O:37]. (5) Given the reactants [O:1]1[CH2:6][CH2:5][CH2:4][CH2:3][CH:2]1[O:7][CH2:8][CH2:9][OH:10].[H-].[Na+].Cl[C:14]1[N:19]=[C:18]([NH:20][C:21]2[CH:26]=[CH:25][C:24]([O:27][CH:28]([CH3:30])[CH3:29])=[C:23]([F:31])[CH:22]=2)[N:17]([CH2:32][C:33]2[CH:38]=[CH:37][C:36]([Cl:39])=[CH:35][CH:34]=2)[C:16](=[O:40])[N:15]=1.[Cl-].[NH4+], predict the reaction product. The product is: [Cl:39][C:36]1[CH:35]=[CH:34][C:33]([CH2:32][N:17]2[C:18]([NH:20][C:21]3[CH:26]=[CH:25][C:24]([O:27][CH:28]([CH3:30])[CH3:29])=[C:23]([F:31])[CH:22]=3)=[N:19][C:14]([O:10][CH2:9][CH2:8][O:7][CH:2]3[CH2:3][CH2:4][CH2:5][CH2:6][O:1]3)=[N:15][C:16]2=[O:40])=[CH:38][CH:37]=1. (6) Given the reactants [C:1]1([C:7]([C:17]2[CH:22]=[CH:21][CH:20]=[CH:19][CH:18]=2)=[N:8][NH:9][C:10]2[CH:15]=[CH:14][C:13]([CH3:16])=[CH:12][CH:11]=2)[CH:6]=[CH:5][CH:4]=[CH:3][CH:2]=1.[F:23][C:24]1[CH:25]=[C:26]([CH:30]=[CH:31][CH:32]=1)[CH2:27][CH2:28]Br, predict the reaction product. The product is: [C:17]1([C:7]([C:1]2[CH:2]=[CH:3][CH:4]=[CH:5][CH:6]=2)=[N:8][N:9]([CH2:28][CH2:27][C:26]2[CH:30]=[CH:31][CH:32]=[C:24]([F:23])[CH:25]=2)[C:10]2[CH:11]=[CH:12][C:13]([CH3:16])=[CH:14][CH:15]=2)[CH:22]=[CH:21][CH:20]=[CH:19][CH:18]=1.